The task is: Predict the product of the given reaction.. This data is from Forward reaction prediction with 1.9M reactions from USPTO patents (1976-2016). (1) Given the reactants [OH:1][N:2]=[CH:3][C:4]1[CH:13]=[CH:12][C:7]([C:8]([O:10][CH3:11])=[O:9])=[CH:6][CH:5]=1.ClN1C(=O)CCC1=O.[Cl:22][C:23]1[CH:24]=[C:25]([C:30]([C:32]([F:35])([F:34])[F:33])=[CH2:31])[CH:26]=[C:27]([Cl:29])[CH:28]=1.C(N(CC)CC)C, predict the reaction product. The product is: [Cl:22][C:23]1[CH:24]=[C:25]([C:30]2([C:32]([F:35])([F:33])[F:34])[O:1][N:2]=[C:3]([C:4]3[CH:13]=[CH:12][C:7]([C:8]([O:10][CH3:11])=[O:9])=[CH:6][CH:5]=3)[CH2:31]2)[CH:26]=[C:27]([Cl:29])[CH:28]=1. (2) Given the reactants Cl[C:2]1[NH:3][CH:4]=[C:5]([N+:7]([O-:9])=[O:8])[N:6]=1.[CH3:10][C:11]1([CH2:14][N:15]2[N:19]=[C:18]([C:20]3[CH:25]=[CH:24][CH:23]=[CH:22][CH:21]=3)[O:17][C:16]2=[O:26])[CH2:13][O:12]1.C(=O)([O-])O.[Na+].[H-].[Na+], predict the reaction product. The product is: [CH3:13][C:11]1([CH2:14][N:15]2[N:19]=[C:18]([C:20]3[CH:21]=[CH:22][CH:23]=[CH:24][CH:25]=3)[O:17][C:16]2=[O:26])[O:12][C:2]2=[N:6][C:5]([N+:7]([O-:9])=[O:8])=[CH:4][N:3]2[CH2:10]1. (3) Given the reactants Cl[C:2]1[CH:3]=[N:4][CH:5]=[C:6]([Cl:19])[C:7]=1[N:8]1[CH2:18][CH2:17][C:11]2([C:15](=[O:16])[NH:14][CH2:13][CH2:12]2)[CH2:10][CH2:9]1.[C:20]1(B(O)O)[CH:25]=[CH:24][CH:23]=[CH:22][CH:21]=1.C(=O)([O-])[O-].[Na+].[Na+], predict the reaction product. The product is: [Cl:19][C:6]1[CH:5]=[N:4][CH:3]=[C:2]([C:20]2[CH:25]=[CH:24][CH:23]=[CH:22][CH:21]=2)[C:7]=1[N:8]1[CH2:18][CH2:17][C:11]2([C:15](=[O:16])[NH:14][CH2:13][CH2:12]2)[CH2:10][CH2:9]1. (4) Given the reactants C(Cl)Cl.[OH:4][CH2:5][C:6](=[O:8])[CH3:7].CCN(CC)CC.[CH3:16][C:17]([Si:20](Cl)([CH3:22])[CH3:21])([CH3:19])[CH3:18], predict the reaction product. The product is: [Si:20]([O:4][CH2:5][C:6](=[O:8])[CH3:7])([C:17]([CH3:19])([CH3:18])[CH3:16])([CH3:22])[CH3:21]. (5) Given the reactants [Cl:1][C:2]1[CH:32]=[CH:31][C:5]([CH2:6][C:7]2[CH:8]=[C:9]([C:25]3[CH:30]=[CH:29][N:28]=[CH:27][CH:26]=3)[S:10][C:11]=2[C:12]2[N:16]=[CH:15][N:14](COCC[Si](C)(C)C)[N:13]=2)=[CH:4][CH:3]=1.C(Cl)Cl.FC(F)(F)C(O)=O, predict the reaction product. The product is: [Cl:1][C:2]1[CH:32]=[CH:31][C:5]([CH2:6][C:7]2[CH:8]=[C:9]([C:25]3[CH:30]=[CH:29][N:28]=[CH:27][CH:26]=3)[S:10][C:11]=2[C:12]2[NH:16][CH:15]=[N:14][N:13]=2)=[CH:4][CH:3]=1. (6) Given the reactants [N+:1]([C:4]1[CH:10]=[CH:9][CH:8]=[CH:7][C:5]=1[NH2:6])([O-:3])=[O:2].O.O.O.C([O-])(=O)C.[Na+].[Br:19]Br.O, predict the reaction product. The product is: [Br:19][C:9]1[CH:8]=[CH:7][C:5]([NH2:6])=[C:4]([N+:1]([O-:3])=[O:2])[CH:10]=1.